This data is from NCI-60 drug combinations with 297,098 pairs across 59 cell lines. The task is: Regression. Given two drug SMILES strings and cell line genomic features, predict the synergy score measuring deviation from expected non-interaction effect. (1) Drug 1: C1=NC2=C(N=C(N=C2N1C3C(C(C(O3)CO)O)F)Cl)N. Drug 2: C1CN(CCN1C(=O)CCBr)C(=O)CCBr. Synergy scores: CSS=27.7, Synergy_ZIP=-5.74, Synergy_Bliss=3.97, Synergy_Loewe=1.33, Synergy_HSA=1.36. Cell line: LOX IMVI. (2) Drug 1: CC1=C(C(CCC1)(C)C)C=CC(=CC=CC(=CC(=O)O)C)C. Drug 2: CC1=C(C(=CC=C1)Cl)NC(=O)C2=CN=C(S2)NC3=CC(=NC(=N3)C)N4CCN(CC4)CCO. Cell line: SF-539. Synergy scores: CSS=20.7, Synergy_ZIP=-3.50, Synergy_Bliss=7.81, Synergy_Loewe=6.65, Synergy_HSA=6.89.